Dataset: Forward reaction prediction with 1.9M reactions from USPTO patents (1976-2016). Task: Predict the product of the given reaction. (1) Given the reactants C(=O)([O-])[O-].[Cs+].[Cs+].[OH:7][C:8]1[CH:17]=[C:16]2[C:11]([CH:12]=[CH:13][N:14]=[CH:15]2)=[CH:10][CH:9]=1.Br[CH:19]([CH2:25][CH2:26][CH3:27])[C:20]([O:22][CH2:23][CH3:24])=[O:21], predict the reaction product. The product is: [CH:15]1[C:16]2[C:11](=[CH:10][CH:9]=[C:8]([O:7][CH:19]([CH2:25][CH2:26][CH3:27])[C:20]([O:22][CH2:23][CH3:24])=[O:21])[CH:17]=2)[CH:12]=[CH:13][N:14]=1. (2) Given the reactants [OH-:1].[Na+].[ClH:3].Cl[C:5]1[CH:6]=[C:7]([CH:10]=[CH:11][C:12]=1[C:13]1[N:17]([CH3:18])[C:16]([C:19]([CH3:31])([O:21][C:22]2[C:27]([F:28])=[CH:26][C:25]([F:29])=[CH:24][C:23]=2[F:30])[CH3:20])=[N:15][N:14]=1)[C:8]#N.C(O)C[OH:34], predict the reaction product. The product is: [Cl:3][C:5]1[CH:6]=[C:7]([CH:10]=[CH:11][C:12]=1[C:13]1[N:17]([CH3:18])[C:16]([C:19]([CH3:31])([O:21][C:22]2[C:27]([F:28])=[CH:26][C:25]([F:29])=[CH:24][C:23]=2[F:30])[CH3:20])=[N:15][N:14]=1)[C:8]([OH:34])=[O:1]. (3) Given the reactants [F:1][C:2]1[CH:9]=[CH:8][C:5]([CH:6]=O)=[CH:4][CH:3]=1.[CH:10]([NH2:12])=[O:11].Cl[Si](C)(C)C.[C:18]1([CH3:27])[CH:23]=[CH:22][C:21]([S:24]([OH:26])=[O:25])=[CH:20][CH:19]=1, predict the reaction product. The product is: [C:18]1([CH3:27])[CH:23]=[CH:22][C:21]([S:24]([CH:6]([NH:12][CH:10]=[O:11])[C:5]2[CH:8]=[CH:9][C:2]([F:1])=[CH:3][CH:4]=2)(=[O:26])=[O:25])=[CH:20][CH:19]=1. (4) Given the reactants [F:1][C:2]1[CH:3]=[C:4]([C:13]2[CH:18]=[CH:17][CH:16]=[CH:15][C:14]=2[S:19]([CH3:22])(=[O:21])=[O:20])[CH:5]=[CH:6][C:7]=1[NH:8][C:9](=[O:12])[CH:10]=[CH2:11].[N+:23](=[CH:25][C:26]([O:28][CH2:29][CH3:30])=[O:27])=[N-:24], predict the reaction product. The product is: [CH2:29]([O:28][C:26]([C:25]1[CH2:11][CH:10]([C:9](=[O:12])[NH:8][C:7]2[CH:6]=[CH:5][C:4]([C:13]3[CH:18]=[CH:17][CH:16]=[CH:15][C:14]=3[S:19]([CH3:22])(=[O:21])=[O:20])=[CH:3][C:2]=2[F:1])[NH:24][N:23]=1)=[O:27])[CH3:30]. (5) The product is: [Cl:22][C:23]1[CH:87]=[CH:88][C:89]([NH:90][C:2]2[CH:3]=[N:4][CH:5]=[C:6]([NH:8][C:9]3[CH:13]=[C:12]([CH3:14])[NH:11][N:10]=3)[N:7]=2)=[CH:85][CH:28]=1. Given the reactants Cl[C:2]1[N:7]=[C:6]([NH:8][C:9]2(C(OC(C)(C)C)=O)[CH:13]=[C:12]([CH3:14])[N:11]=[N:10]2)[CH:5]=[N:4][CH:3]=1.[Cl:22][C:23]1[CH:28]=NC=C(Cl)N=1.C1(P(C2C=CC=CC=2)C2C3OC4C(=CC=CC=4P(C4C=CC=CC=4)C4C=CC=CC=4)C(C)(C)C=3C=CC=2)C=CC=CC=1.C(=O)([O-])[O-].[K+].[K+].C([N:85]1[C:89]([CH3:90])=[CH:88][C:87](N)=N1)(OC(C)(C)C)=O, predict the reaction product.